This data is from Reaction yield outcomes from USPTO patents with 853,638 reactions. The task is: Predict the reaction yield, written as a fraction of the theoretical maximum amount of product (1.0 means a 100% yield; for example, 0.34 means a 34% yield). (1) The reactants are Cl[C:2]1[C:7]([CH:8]=[O:9])=[C:6]([N:10]2[CH2:23][CH2:22][N:13]3[C:14]4[CH2:15][CH2:16][CH2:17][CH2:18][C:19]=4[C:20]([F:21])=[C:12]3[C:11]2=[O:24])[N:5]=[CH:4][CH:3]=1.[CH3:25][N:26]1[CH:31]=[C:30](B2OC(C)(C)C(C)(C)O2)[CH:29]=[C:28]([NH:41][C:42]2[CH:47]=[CH:46][CH:45]=[CH:44][N:43]=2)[C:27]1=[O:48].C([O-])(=O)C.[Na+].[O-]P([O-])([O-])=O.[K+].[K+].[K+]. The catalyst is C1C=CC(P(C2C=CC=CC=2)[C-]2C=CC=C2)=CC=1.C1C=CC(P(C2C=CC=CC=2)[C-]2C=CC=C2)=CC=1.Cl[Pd]Cl.[Fe+2].O.C(#N)C. The product is [F:21][C:20]1[C:19]2[CH2:18][CH2:17][CH2:16][CH2:15][C:14]=2[N:13]2[CH2:22][CH2:23][N:10]([C:6]3[N:5]=[CH:4][CH:3]=[C:2]([C:30]4[CH:29]=[C:28]([NH:41][C:42]5[CH:47]=[CH:46][CH:45]=[CH:44][N:43]=5)[C:27](=[O:48])[N:26]([CH3:25])[CH:31]=4)[C:7]=3[CH:8]=[O:9])[C:11](=[O:24])[C:12]=12. The yield is 0.610. (2) The reactants are [NH2:1][C:2]1[N:3]=[C:4]2[CH:9]=[CH:8][C:7]([O:10][C:11]3[CH:12]=[C:13]([NH:17][C:18](=[O:29])[C:19]4[CH:24]=[CH:23][CH:22]=[C:21]([C:25]([F:28])([F:27])[F:26])[CH:20]=4)[CH:14]=[CH:15][CH:16]=3)=[N:6][N:5]2[CH:30]=1.[C:31](O)(=[O:34])[CH2:32][CH3:33].Cl.CN(C)CCCN=C=NCC.ON1C2C=CC=CC=2N=N1.C(N(CC)CC)C. The product is [C:31]([NH:1][C:2]1[N:3]=[C:4]2[CH:9]=[CH:8][C:7]([O:10][C:11]3[CH:12]=[C:13]([NH:17][C:18](=[O:29])[C:19]4[CH:24]=[CH:23][CH:22]=[C:21]([C:25]([F:28])([F:27])[F:26])[CH:20]=4)[CH:14]=[CH:15][CH:16]=3)=[N:6][N:5]2[CH:30]=1)(=[O:34])[CH2:32][CH3:33]. The yield is 0.680. The catalyst is CN(C)C=O.